Task: Predict which catalyst facilitates the given reaction.. Dataset: Catalyst prediction with 721,799 reactions and 888 catalyst types from USPTO (1) Reactant: C[O:2][C:3](=[O:34])[C@H:4]([CH2:16][C:17]1[CH:22]=[CH:21][C:20]([NH:23][C:24]([C:26]2[C:31]([Cl:32])=[CH:30][CH:29]=[CH:28][C:27]=2[Cl:33])=[O:25])=[CH:19][CH:18]=1)[NH:5][C:6]([C:8]1[C:13]([CH3:14])=[CH:12][CH:11]=[CH:10][C:9]=1[Cl:15])=[S:7].[OH-].[Na+]. Product: [Cl:15][C:9]1[CH:10]=[CH:11][CH:12]=[C:13]([CH3:14])[C:8]=1[C:6](=[S:7])[NH:5][C@H:4]([C:3]([OH:34])=[O:2])[CH2:16][C:17]1[CH:18]=[CH:19][C:20]([NH:23][C:24]([C:26]2[C:27]([Cl:33])=[CH:28][CH:29]=[CH:30][C:31]=2[Cl:32])=[O:25])=[CH:21][CH:22]=1. The catalyst class is: 8. (2) Reactant: [NH3:1].C([O:5][C@@H:6]1[C@@H:10]([O:11]C(=O)C)[C@H:9]([C:15]2[C:19]3[N:20]=[CH:21][N:22]=[C:23](Cl)[C:18]=3[NH:17][CH:16]=2)[N:8]([C:25]([O:27][C:28]([CH3:31])([CH3:30])[CH3:29])=[O:26])[C@@H:7]1[CH2:32][O:33]C(=O)C)(=O)C. Product: [NH2:1][C:23]1[C:18]2[NH:17][CH:16]=[C:15]([C@H:9]3[C@H:10]([OH:11])[C@@H:6]([OH:5])[C@@H:7]([CH2:32][OH:33])[N:8]3[C:25]([O:27][C:28]([CH3:29])([CH3:30])[CH3:31])=[O:26])[C:19]=2[N:20]=[CH:21][N:22]=1. The catalyst class is: 8. (3) Reactant: [F:1][C:2]1[CH:7]=[CH:6][C:5]([CH:8]([NH:26][S:27]([C:30]2[CH:35]=[CH:34][CH:33]=[C:32]([C:36]([F:39])([F:38])[F:37])[CH:31]=2)(=[O:29])=[O:28])[CH2:9][C:10]([NH:12][CH:13]2[CH2:22][CH2:21][CH2:20][C:19]3[N:18]=[C:17]([CH2:23][CH2:24][OH:25])[N:16]=[CH:15][C:14]2=3)=[O:11])=[CH:4][CH:3]=1.[CH3:40][S:41](Cl)(=[O:43])=[O:42].CCN(CC)CC. Product: [F:1][C:2]1[CH:7]=[CH:6][C:5]([CH:8]([NH:26][S:27]([C:30]2[CH:35]=[CH:34][CH:33]=[C:32]([C:36]([F:37])([F:38])[F:39])[CH:31]=2)(=[O:29])=[O:28])[CH2:9][C:10]([NH:12][CH:13]2[CH2:22][CH2:21][CH2:20][C:19]3[N:18]=[C:17]([CH2:23][CH2:24][O:25][S:41]([CH3:40])(=[O:43])=[O:42])[N:16]=[CH:15][C:14]2=3)=[O:11])=[CH:4][CH:3]=1. The catalyst class is: 2. (4) Reactant: [F:1][C:2]1[CH:3]=[C:4]([CH:41]=[C:42]([F:44])[CH:43]=1)[CH2:5][C:6]1[CH:7]=[C:8]2[C:12](=[CH:13][CH:14]=1)[N:11]([C:15]([C:28]1[CH:33]=[CH:32][CH:31]=[CH:30][CH:29]=1)([C:22]1[CH:27]=[CH:26][CH:25]=[CH:24][CH:23]=1)[C:16]1[CH:21]=[CH:20][CH:19]=[CH:18][CH:17]=1)[N:10]=[C:9]2[NH:34]C(=O)C(F)(F)F.C(N(CC)CC)C. Product: [F:1][C:2]1[CH:3]=[C:4]([CH:41]=[C:42]([F:44])[CH:43]=1)[CH2:5][C:6]1[CH:7]=[C:8]2[C:12](=[CH:13][CH:14]=1)[N:11]([C:15]([C:28]1[CH:29]=[CH:30][CH:31]=[CH:32][CH:33]=1)([C:16]1[CH:21]=[CH:20][CH:19]=[CH:18][CH:17]=1)[C:22]1[CH:23]=[CH:24][CH:25]=[CH:26][CH:27]=1)[N:10]=[C:9]2[NH2:34]. The catalyst class is: 5. (5) Reactant: O[CH2:2][C@H:3]([C:13]1[CH:18]=[CH:17][C:16]([OH:19])=[CH:15][CH:14]=1)[CH2:4][C:5]1[CH:10]=[CH:9][C:8]([OH:11])=[CH:7][C:6]=1[OH:12].C1(P(C2C=CC=CC=2)C2C=CC=CC=2)C=CC=CC=1.[OH-].[Li+]. Product: [CH:18]1[C:13]([C@H:3]2[CH2:2][O:12][C:6]3[CH:7]=[C:8]([OH:11])[CH:9]=[CH:10][C:5]=3[CH2:4]2)=[CH:14][CH:15]=[C:16]([OH:19])[CH:17]=1. The catalyst class is: 1. (6) Reactant: F[C:2]1[C:7](F)=[CH:6][C:5]([C:9]2[CH:14]=[CH:13][N:12]=[CH:11][C:10]=2[N:15]([CH2:32]CS(C)(=O)=O)C(=O)C2C=C(C(F)(F)F)N=C(C(F)(F)F)C=2)=[C:4]([O:38][CH3:39])[CH:3]=1.[CH3:40][O:41]C1C(OC)=CC=CC=1B(O)O. Product: [CH3:39][O:38][C:4]1[C:3]([O:41][CH3:40])=[CH:2][CH:7]=[CH:6][C:5]=1[C:9]1[CH:14]=[CH:13][N:12]=[CH:11][C:10]=1[NH:15][CH3:32]. The catalyst class is: 243. (7) Reactant: S(Cl)([Cl:3])=O.[CH3:5][O:6][C:7]1[CH:8]=[C:9]([CH:12]=[C:13]([O:29][CH3:30])[C:14]=1[O:15][CH2:16][C:17]1[N:18]=[C:19]([C:23]2[CH:28]=[CH:27][CH:26]=[CH:25][CH:24]=2)[O:20][C:21]=1[CH3:22])[CH2:10]O.C1(C)C=CC=CC=1. Product: [Cl:3][CH2:10][C:9]1[CH:8]=[C:7]([O:6][CH3:5])[C:14]([O:15][CH2:16][C:17]2[N:18]=[C:19]([C:23]3[CH:28]=[CH:27][CH:26]=[CH:25][CH:24]=3)[O:20][C:21]=2[CH3:22])=[C:13]([O:29][CH3:30])[CH:12]=1. The catalyst class is: 7. (8) Reactant: [C:1]([O:5][C:6](=[O:18])[NH:7][C:8]1([C:11]2[CH:16]=[CH:15][C:14](I)=[CH:13][N:12]=2)[CH2:10][CH2:9]1)([CH3:4])([CH3:3])[CH3:2].CO[C:21]1[CH:26]=[CH:25][CH:24](B(O)O)[C:23](=[C:30]=[O:31])[CH:22]=1.[O-]P([O-])([O-])=O.[K+].[K+].[K+].C[CH2:41][OH:42]. Product: [CH3:41][O:42][C:30](=[O:31])[C:23]1[CH:22]=[CH:21][C:26]([C:14]2[CH:13]=[N:12][C:11]([C:8]3([NH:7][C:6]([O:5][C:1]([CH3:4])([CH3:3])[CH3:2])=[O:18])[CH2:10][CH2:9]3)=[CH:16][CH:15]=2)=[CH:25][CH:24]=1. The catalyst class is: 622. (9) Reactant: [Cl:1][C:2]1[CH:7]=[C:6](Cl)[N:5]2[N:9]=[C:10]([C:12]3[CH:17]=[CH:16][C:15]([CH3:18])=[CH:14][CH:13]=3)[CH:11]=[C:4]2[N:3]=1.[NH:19]1[CH2:24][CH2:23][O:22][CH2:21][CH2:20]1. Product: [Cl:1][C:2]1[CH:7]=[C:6]([N:19]2[CH2:24][CH2:23][O:22][CH2:21][CH2:20]2)[N:5]2[N:9]=[C:10]([C:12]3[CH:17]=[CH:16][C:15]([CH3:18])=[CH:14][CH:13]=3)[CH:11]=[C:4]2[N:3]=1. The catalyst class is: 38. (10) Reactant: C([O:8][C:9](=[O:31])[CH2:10][NH:11][C:12]([C:14]1[C:15](=[O:30])[N:16]([CH3:29])[C:17]2[C:22]([C:23]=1[OH:24])=[CH:21][CH:20]=[C:19]([C:25]([O:27]C)=[O:26])[CH:18]=2)=[O:13])C1C=CC=CC=1.O.[OH-].[Li+]. Product: [C:9]([CH2:10][NH:11][C:12]([C:14]1[C:15](=[O:30])[N:16]([CH3:29])[C:17]2[C:22]([C:23]=1[OH:24])=[CH:21][CH:20]=[C:19]([C:25]([OH:27])=[O:26])[CH:18]=2)=[O:13])([OH:31])=[O:8]. The catalyst class is: 38.